This data is from Full USPTO retrosynthesis dataset with 1.9M reactions from patents (1976-2016). The task is: Predict the reactants needed to synthesize the given product. (1) Given the product [NH2:39][C:35]1[CH:34]=[C:33]([CH2:32][CH2:31][N:15]2[C:13]3[N:14]=[C:9]([NH:8][CH2:7][CH2:6][CH2:5][CH2:4][N:3]([CH2:42][CH3:43])[CH2:1][CH3:2])[N:10]=[CH:11][C:12]=3[CH:18]=[C:17]([C:19]3[CH:24]=[C:23]([O:25][CH3:26])[CH:22]=[C:21]([O:27][CH3:28])[C:20]=3[F:29])[C:16]2=[O:30])[CH:38]=[CH:37][CH:36]=1, predict the reactants needed to synthesize it. The reactants are: [CH2:1]([N:3]([CH2:42][CH3:43])[CH2:4][CH2:5][CH2:6][CH2:7][NH:8][C:9]1[N:10]=[CH:11][C:12]2[CH:18]=[C:17]([C:19]3[CH:24]=[C:23]([O:25][CH3:26])[CH:22]=[C:21]([O:27][CH3:28])[C:20]=3[F:29])[C:16](=[O:30])[N:15]([CH2:31][CH2:32][C:33]3[CH:38]=[CH:37][CH:36]=[C:35]([N+:39]([O-])=O)[CH:34]=3)[C:13]=2[N:14]=1)[CH3:2]. (2) Given the product [NH2:6][C:7]1[NH:15][C:14]2[N:13]([C@@H:16]3[O:31][C@H:30]([CH2:32][O:33][CH2:34][C:35]4[CH:40]=[CH:39][C:38]([Cl:41])=[CH:37][C:36]=4[Cl:42])[C@@H:19]([O:20][CH2:21][C:22]4[CH:27]=[CH:26][C:25]([Cl:28])=[CH:24][C:23]=4[Cl:29])[C@@:17]3([CH2:43][F:44])[OH:18])[CH:12]=[N:11][C:10]=2[C:9](=[O:46])[N:8]=1, predict the reactants needed to synthesize it. The reactants are: C([NH:6][C:7]1[N:15]=[C:14]2[C:10]([N:11]=[CH:12][N:13]2[C@@H:16]2[O:31][C@H:30]([CH2:32][O:33][CH2:34][C:35]3[CH:40]=[CH:39][C:38]([Cl:41])=[CH:37][C:36]=3[Cl:42])[C@@H:19]([O:20][CH2:21][C:22]3[CH:27]=[CH:26][C:25]([Cl:28])=[CH:24][C:23]=3[Cl:29])[C@@:17]2([CH2:43][F:44])[OH:18])=[C:9](Cl)[N:8]=1)(=O)C(C)C.[OH-:46].[Na+].Cl. (3) Given the product [NH2:1][CH:4]([CH:6]([OH:11])[CH2:7][CH2:8][CH2:9][CH3:10])[CH3:5], predict the reactants needed to synthesize it. The reactants are: [N+:1]([CH:4]([CH:6]([OH:11])[CH2:7][CH2:8][CH2:9][CH3:10])[CH3:5])([O-])=O.O1CCNC1. (4) Given the product [CH2:19]([C:12]1[CH:13]=[CH:14][CH:15]=[C:16]([CH2:17][CH3:18])[C:11]=1[C:6]1[N:5]=[C:4]([C:21]#[N:22])[C:3]([CH2:2][N:30]([CH3:29])[C@@H:31]2[C:40]3[C:35](=[CH:36][CH:37]=[CH:38][CH:39]=3)[CH2:34][CH2:33][CH2:32]2)=[C:8]([O:9][CH3:10])[CH:7]=1)[CH3:20], predict the reactants needed to synthesize it. The reactants are: Br[CH2:2][C:3]1[C:4]([C:21]#[N:22])=[N:5][C:6]([C:11]2[C:16]([CH2:17][CH3:18])=[CH:15][CH:14]=[CH:13][C:12]=2[CH2:19][CH3:20])=[CH:7][C:8]=1[O:9][CH3:10].C([O-])([O-])=O.[K+].[K+].[CH3:29][NH:30][C@@H:31]1[C:40]2[C:35](=[CH:36][CH:37]=[CH:38][CH:39]=2)[CH2:34][CH2:33][CH2:32]1.CCCCCC. (5) Given the product [OH:53][NH:52][CH:49]([CH2:1][S:2]([N:5]1[CH2:10][CH2:9][N:8]([C:11]2[CH:16]=[CH:15][C:14]([O:17][CH2:18][C:19]([F:22])([F:20])[F:21])=[CH:13][N:12]=2)[CH2:7][CH2:6]1)(=[O:4])=[O:3])[CH2:48][CH2:43][C:42]1[N:47]=[CH:46][CH:45]=[CH:44][N:28]=1, predict the reactants needed to synthesize it. The reactants are: [CH3:1][S:2]([N:5]1[CH2:10][CH2:9][N:8]([C:11]2[CH:16]=[CH:15][C:14]([O:17][CH2:18][C:19]([F:22])([F:21])[F:20])=[CH:13][N:12]=2)[CH2:7][CH2:6]1)(=[O:4])=[O:3].[Li+].C[Si]([N-:28][Si](C)(C)C)(C)C.P(Cl)(OCC)(OCC)=O.[N:42]1[CH:47]=[CH:46][CH:45]=[CH:44][C:43]=1[CH2:48][CH2:49]C=O.[NH2:52][OH:53]. (6) Given the product [C:12]1([C:10]#[C:11][C:2]2[CH:3]=[N:4][CH:5]=[C:6]([CH:9]=2)[CH:7]=[O:8])[CH:17]=[CH:16][CH:15]=[CH:14][CH:13]=1, predict the reactants needed to synthesize it. The reactants are: Br[C:2]1[CH:3]=[N:4][CH:5]=[C:6]([CH:9]=1)[CH:7]=[O:8].[C:10]([C:12]1[CH:17]=[CH:16][CH:15]=[CH:14][CH:13]=1)#[CH:11].C1(P(C2C=CC=CC=2)C2C=CC=CC=2)C=CC=CC=1. (7) Given the product [CH2:1]([O:3][C:4](=[O:16])[CH:5]([C:7]1[CH:8]=[CH:9][C:10]([NH2:13])=[CH:11][CH:12]=1)[CH3:6])[CH3:2], predict the reactants needed to synthesize it. The reactants are: [CH2:1]([O:3][C:4](=[O:16])[CH:5]([C:7]1[CH:12]=[CH:11][C:10]([N+:13]([O-])=O)=[CH:9][CH:8]=1)[CH3:6])[CH3:2].